From a dataset of Forward reaction prediction with 1.9M reactions from USPTO patents (1976-2016). Predict the product of the given reaction. (1) Given the reactants Br[C:2]1[C:3]([CH3:12])=[N:4][C:5]([O:10][CH3:11])=[C:6]([CH2:8][CH3:9])[CH:7]=1.C(=O)([O-])[O-].[K+].[K+].[OH-].[Na+].[NH:21]1[CH:25]=[CH:24][CH:23]=[CH:22]1, predict the reaction product. The product is: [CH2:8]([C:6]1[C:5]([O:10][CH3:11])=[N:4][C:3]([CH3:12])=[C:2]([N:21]2[CH:25]=[CH:24][CH:23]=[CH:22]2)[CH:7]=1)[CH3:9]. (2) Given the reactants [NH:1]1[CH2:6][CH2:5][NH:4][CH2:3][C:2]1=[O:7].C([O-])([O-])=O.[Na+].[Na+].O.[C:15](Cl)([O:17][CH2:18][CH:19]1[C:31]2[C:26](=[CH:27][CH:28]=[CH:29][CH:30]=2)[C:25]2[C:20]1=[CH:21][CH:22]=[CH:23][CH:24]=2)=[O:16], predict the reaction product. The product is: [O:7]=[C:2]1[NH:1][CH2:6][CH2:5][N:4]([C:15]([O:17][CH2:18][CH:19]2[C:20]3[CH:21]=[CH:22][CH:23]=[CH:24][C:25]=3[C:26]3[C:31]2=[CH:30][CH:29]=[CH:28][CH:27]=3)=[O:16])[CH2:3]1. (3) Given the reactants [Br:1][C:2]1[S:14][C:13]2[C:12]3[CH:11]=[CH:10][C:9]([C:15]([O:17]C)=[O:16])=[CH:8][C:7]=3[NH:6][C:5](=[O:19])[C:4]=2[CH:3]=1.CO.C1COCC1.O.[Li+].[OH-].Cl, predict the reaction product. The product is: [Br:1][C:2]1[S:14][C:13]2[C:12]3[CH:11]=[CH:10][C:9]([C:15]([OH:17])=[O:16])=[CH:8][C:7]=3[NH:6][C:5](=[O:19])[C:4]=2[CH:3]=1.